This data is from Full USPTO retrosynthesis dataset with 1.9M reactions from patents (1976-2016). The task is: Predict the reactants needed to synthesize the given product. (1) Given the product [N+:1](=[C:4]1[C:16]2[CH:15]=[CH:14][CH:13]=[CH:12][C:11]=2[C:10]2[C:5]1=[CH:6][CH:7]=[CH:8][CH:9]=2)=[N-:2], predict the reactants needed to synthesize it. The reactants are: [N:1]([CH:4]1[C:16]2[CH:15]=[CH:14][CH:13]=[CH:12][C:11]=2[C:10]2[C:5]1=[CH:6][CH:7]=[CH:8][CH:9]=2)=[N+:2]=[N-].P. (2) Given the product [CH3:1][O:2][C:3](=[O:12])[C:4]1[CH:9]=[CH:8][CH:7]=[CH:6][C:5]=1[C:10]#[C:11][CH:18]=[CH:17][C:16]([O:15][CH2:13][CH3:14])=[O:20], predict the reactants needed to synthesize it. The reactants are: [CH3:1][O:2][C:3](=[O:12])[C:4]1[CH:9]=[CH:8][CH:7]=[CH:6][C:5]=1[C:10]#[CH:11].[CH2:13]([O:15][C:16](=[O:20])/[CH:17]=[CH:18]\I)[CH3:14]. (3) Given the product [C:32]([O:31][C:29](=[O:30])[NH:36][CH:43]1[CH2:25][CH2:24][N:23]([CH2:2][C:3]2[C:11]([F:12])=[C:10]([C:13]3[CH:18]=[CH:17][CH:16]=[C:15]([Cl:19])[CH:14]=3)[C:6]3[N:7]=[CH:8][S:9][C:5]=3[CH:4]=2)[CH2:26][CH2:28]1)([CH3:33])([CH3:34])[CH3:35], predict the reactants needed to synthesize it. The reactants are: Br[CH2:2][C:3]1[C:11]([F:12])=[C:10]([C:13]2[CH:18]=[CH:17][CH:16]=[C:15]([Cl:19])[CH:14]=2)[C:6]2[N:7]=[CH:8][S:9][C:5]=2[CH:4]=1.C([N:23]([CH:26]([CH3:28])C)[CH2:24][CH3:25])(C)C.[C:29]([NH:36]N1CCCCC1)([O:31][C:32]([CH3:35])([CH3:34])[CH3:33])=[O:30].[CH2:43](Cl)Cl.